This data is from Full USPTO retrosynthesis dataset with 1.9M reactions from patents (1976-2016). The task is: Predict the reactants needed to synthesize the given product. (1) Given the product [Cl:1][C:2]1[N:3]=[C:4]([CH2:16][CH3:17])[NH:5][C:6]=1[CH2:7][OH:8], predict the reactants needed to synthesize it. The reactants are: [Cl:1][C:2]1[N:3]=[C:4]([CH2:16][CH3:17])[NH:5][C:6]=1[CH2:7][O:8]CC1C=CC=CC=1.CS(O)(=O)=O.[OH-].[Na+]. (2) Given the product [C:27]([O:30][CH2:23][C:20]1[CH:21]=[CH:22][C:17]([C:16]2[O:15][N:14]=[C:13]([CH3:25])[C:12]=2[NH:11][C:10]([O:9][C@@H:7]([C:1]2[CH:6]=[CH:5][CH:4]=[CH:3][CH:2]=2)[CH3:8])=[O:26])=[CH:18][CH:19]=1)(=[O:29])[CH3:28], predict the reactants needed to synthesize it. The reactants are: [C:1]1([C@H:7]([O:9][C:10](=[O:26])[NH:11][C:12]2[C:13]([CH3:25])=[N:14][O:15][C:16]=2[C:17]2[CH:22]=[CH:21][C:20]([CH2:23]Cl)=[CH:19][CH:18]=2)[CH3:8])[CH:6]=[CH:5][CH:4]=[CH:3][CH:2]=1.[C:27]([O-:30])(=[O:29])[CH3:28].[K+].[I-].[Na+].